From a dataset of Forward reaction prediction with 1.9M reactions from USPTO patents (1976-2016). Predict the product of the given reaction. (1) Given the reactants C(N(C(C)C)C(C)C)C.[F:10][C:11]([F:23])([F:22])[O:12][C:13]1[CH:21]=[CH:20][C:16]([C:17](Cl)=[O:18])=[CH:15][CH:14]=1.[NH2:24][C:25]([CH3:41])([CH2:28][N:29]1[C:37]2[C:32](=[CH:33][C:34]([N+:38]([O-:40])=[O:39])=[CH:35][CH:36]=2)[CH:31]=[N:30]1)[C:26]#[N:27], predict the reaction product. The product is: [C:26]([C:25]([NH:24][C:17](=[O:18])[C:16]1[CH:20]=[CH:21][C:13]([O:12][C:11]([F:23])([F:22])[F:10])=[CH:14][CH:15]=1)([CH3:41])[CH2:28][N:29]1[C:37]2[C:32](=[CH:33][C:34]([N+:38]([O-:40])=[O:39])=[CH:35][CH:36]=2)[CH:31]=[N:30]1)#[N:27]. (2) Given the reactants C([O:9][C:10]1[CH:11]=[C:12]([Cl:32])[C:13]([O:17][CH2:18][CH2:19][CH2:20][O:21][C:22]2[CH:27]=[CH:26][C:25]([C:28]([F:31])([F:30])[F:29])=[CH:24][N:23]=2)=[C:14]([I:16])[CH:15]=1)(=O)C1C=CC=CC=1.[OH-].[Na+].Cl, predict the reaction product. The product is: [Cl:32][C:12]1[C:13]([O:17][CH2:18][CH2:19][CH2:20][O:21][C:22]2[CH:27]=[CH:26][C:25]([C:28]([F:31])([F:29])[F:30])=[CH:24][N:23]=2)=[C:14]([I:16])[CH:15]=[C:10]([OH:9])[CH:11]=1. (3) Given the reactants [Cl:1][C:2]1[CH:3]=[C:4]([CH:8]([CH:11]=O)[C:9]#[N:10])[CH:5]=[CH:6][CH:7]=1.[NH2:13][NH2:14].O, predict the reaction product. The product is: [Cl:1][C:2]1[CH:3]=[C:4]([C:8]2[CH:11]=[N:13][NH:14][C:9]=2[NH2:10])[CH:5]=[CH:6][CH:7]=1. (4) Given the reactants [Br:1][C:2]1[C:9]([OH:10])=[C:8]([OH:11])[CH:7]=[CH:6][C:3]=1[CH:4]=[O:5].[C:12]([O-])([O-])=O.[K+].[K+].Br[CH:19](Br)[C:20]([OH:22])=[O:21].OS(O)(=O)=O, predict the reaction product. The product is: [CH3:12][O:22][C:20]([CH:19]1[O:11][C:8]2[CH:7]=[CH:6][C:3]([CH:4]=[O:5])=[C:2]([Br:1])[C:9]=2[O:10]1)=[O:21]. (5) Given the reactants [Br:1][C:2]1[CH:7]=[CH:6][C:5]([C:8]2[NH:12][N:11]=[N:10][N:9]=2)=[CH:4][CH:3]=1.[OH-].[Na+].I[CH:16]([CH3:18])[CH3:17], predict the reaction product. The product is: [Br:1][C:2]1[CH:7]=[CH:6][C:5]([C:8]2[N:9]=[N:10][N:11]([CH:16]([CH3:18])[CH3:17])[N:12]=2)=[CH:4][CH:3]=1. (6) Given the reactants Br[C:2]1[C:8]([C:9]([F:12])([F:11])[F:10])=[CH:7][C:5]([NH2:6])=[CH:4][C:3]=1[Cl:13].C(=O)([O-])[O-].[Na+].[Na+].CC1(C)C(C)(C)OB([C:28]2[CH:33]=[CH:32][C:31]([S:34]([CH2:37][CH:38]3[CH2:43][CH2:42][CH2:41][N:40]([C:44]([O:46][C:47]([CH3:50])([CH3:49])[CH3:48])=[O:45])[CH2:39]3)(=[O:36])=[O:35])=[CH:30][CH:29]=2)O1.O, predict the reaction product. The product is: [NH2:6][C:5]1[CH:7]=[C:8]([C:9]([F:12])([F:11])[F:10])[C:2]([C:28]2[CH:33]=[CH:32][C:31]([S:34]([CH2:37][CH:38]3[CH2:43][CH2:42][CH2:41][N:40]([C:44]([O:46][C:47]([CH3:50])([CH3:49])[CH3:48])=[O:45])[CH2:39]3)(=[O:36])=[O:35])=[CH:30][CH:29]=2)=[C:3]([Cl:13])[CH:4]=1.